This data is from Reaction yield outcomes from USPTO patents with 853,638 reactions. The task is: Predict the reaction yield, written as a fraction of the theoretical maximum amount of product (1.0 means a 100% yield; for example, 0.34 means a 34% yield). The reactants are C(OC(=O)[NH:7][CH2:8][CH2:9][CH2:10][CH2:11][CH2:12][C:13](=[O:15])[CH3:14])(C)(C)C.Cl. The catalyst is O1CCOCC1. The product is [NH2:7][CH2:8][CH2:9][CH2:10][CH2:11][CH2:12][C:13](=[O:15])[CH3:14]. The yield is 1.24.